This data is from Catalyst prediction with 721,799 reactions and 888 catalyst types from USPTO. The task is: Predict which catalyst facilitates the given reaction. (1) Reactant: [H][H].[N+:3]([C:6]1[CH:16]=[CH:15][CH:14]=[CH:13][C:7]=1[O:8][CH2:9][C:10](=O)[CH3:11])([O-])=O.O.[N+](C(OC1C=CC=CC=1)C(=O)C)([O-])=O. Product: [CH3:11][CH:10]1[NH:3][C:6]2[CH:16]=[CH:15][CH:14]=[CH:13][C:7]=2[O:8][CH2:9]1. The catalyst class is: 5. (2) Reactant: F[C:2]1[CH:9]=[CH:8][C:5]([C:6]#[N:7])=[CH:4][C:3]=1[N+:10]([O-:12])=[O:11].[O:13]1[CH2:18][CH2:17][N:16]([CH2:19][CH2:20][OH:21])[CH2:15][CH2:14]1.C(=O)([O-])[O-].[K+].[K+].O. Product: [O:13]1[CH2:18][CH2:17][N:16]([CH2:19][CH2:20][O:21][C:2]2[CH:9]=[CH:8][C:5]([C:6]#[N:7])=[CH:4][C:3]=2[N+:10]([O-:12])=[O:11])[CH2:15][CH2:14]1. The catalyst class is: 16. (3) Reactant: C(N[CH:5]([CH3:7])[CH3:6])(C)C.C([Li])CCC.CCCCCC.[Cl:19][C:20]1[CH:21]=[C:22]([CH2:27][C:28]([O:30][CH3:31])=[O:29])[CH:23]=[CH:24][C:25]=1[Cl:26].[Li+].CC([N-]C(C)C)C.C(Br)C=C. Product: [Cl:19][C:20]1[CH:21]=[C:22]([CH:27]([CH2:7][CH:5]=[CH2:6])[C:28]([O:30][CH3:31])=[O:29])[CH:23]=[CH:24][C:25]=1[Cl:26]. The catalyst class is: 7.